Dataset: Forward reaction prediction with 1.9M reactions from USPTO patents (1976-2016). Task: Predict the product of the given reaction. (1) Given the reactants [Cl:1][C:2]1[CH:3]=[C:4]([C:7]([OH:10])=[CH:8][N:9]=1)[C:5]#[N:6].C([O-])([O-])=O.[K+].[K+].CC1C=CC(S(O[CH:28]2[CH2:33][CH2:32][O:31][CH2:30][CH2:29]2)(=O)=O)=CC=1.[I-].[K+], predict the reaction product. The product is: [Cl:1][C:2]1[CH:3]=[C:4]([C:7]([O:10][CH:28]2[CH2:33][CH2:32][O:31][CH2:30][CH2:29]2)=[CH:8][N:9]=1)[C:5]#[N:6]. (2) Given the reactants O[CH2:2][C:3]1([C:12]2[CH:17]=[CH:16][CH:15]=[C:14]([OH:18])[CH:13]=2)[CH2:9][CH2:8][CH2:7][CH2:6][N:5]([CH3:10])[C:4]1=[O:11].C1(P(C2C=CC=CC=2)C2C=CC=CC=2)C=CC=CC=1.C(Br)(Br)(Br)[Br:39], predict the reaction product. The product is: [Br:39][CH2:2][C:3]1([C:12]2[CH:17]=[CH:16][CH:15]=[C:14]([OH:18])[CH:13]=2)[CH2:9][CH2:8][CH2:7][CH2:6][N:5]([CH3:10])[C:4]1=[O:11].